Predict the product of the given reaction. From a dataset of Forward reaction prediction with 1.9M reactions from USPTO patents (1976-2016). (1) Given the reactants [CH3:1][N:2]([CH3:38])[NH:3][C:4]([C:6]1[S:14][C:13]2[C:8](=[N:9][CH:10]=[CH:11][C:12]=2[O:15][C:16]2[CH:21]=[CH:20][C:19]([NH:22][C:23](=[O:36])[CH2:24][C:25]([NH:27][C:28]3[CH:33]=[CH:32][CH:31]=[CH:30][C:29]=3[O:34][CH3:35])=[O:26])=[CH:18][C:17]=2[F:37])[CH:7]=1)=[O:5].N[C:40]1C=CC(OC2C=CN=C3C=C(C(N(C)N(C)C)=O)SC=23)=C(F)C=1, predict the reaction product. The product is: [F:37][C:17]1[CH:18]=[C:19]([NH:22][C:23](=[O:36])[CH2:24][C:25]([NH:27][C:28]2[CH:33]=[CH:32][CH:31]=[CH:30][C:29]=2[O:34][CH3:35])=[O:26])[CH:20]=[CH:21][C:16]=1[O:15][C:12]1[CH:11]=[CH:10][N:9]=[C:8]2[CH:7]=[C:6]([C:4]([N:3]([CH3:40])[N:2]([CH3:1])[CH3:38])=[O:5])[S:14][C:13]=12. (2) Given the reactants [NH2:1][C@@H:2]([CH2:6][C:7]1[CH:12]=[CH:11][C:10]([O:13][CH2:14][CH2:15][C:16]2[N:17]=[C:18]([C:22]3[CH:27]=[CH:26][CH:25]=[CH:24][CH:23]=3)[O:19][C:20]=2[CH3:21])=[C:9]([Br:28])[CH:8]=1)[C:3]([OH:5])=[O:4].[C:29]1([CH3:42])[CH:34]=[CH:33][C:32]([N:35]([CH2:39][CH2:40]O)[CH2:36][CH2:37]O)=[CH:31][CH:30]=1, predict the reaction product. The product is: [Br:28][C:9]1[CH:8]=[C:7]([CH2:6][C@H:2]([N:1]2[CH2:40][CH2:39][N:35]([C:32]3[CH:31]=[CH:30][C:29]([CH3:42])=[CH:34][CH:33]=3)[CH2:36][CH2:37]2)[C:3]([OH:5])=[O:4])[CH:12]=[CH:11][C:10]=1[O:13][CH2:14][CH2:15][C:16]1[N:17]=[C:18]([C:22]2[CH:27]=[CH:26][CH:25]=[CH:24][CH:23]=2)[O:19][C:20]=1[CH3:21]. (3) Given the reactants Cl[C:2]1[N:10]2[C:5]([CH:6]=[CH:7][CH:8]=[CH:9]2)=[CH:4][C:3]=1[C:11]([O:13][CH2:14][CH3:15])=[O:12].[O:16]1[CH2:21][CH:20]=[C:19](B2OC(C)(C)C(C)(C)O2)[CH2:18][CH2:17]1, predict the reaction product. The product is: [O:16]1[CH2:17][CH:18]=[C:19]([C:2]2[N:10]3[C:5]([CH:6]=[CH:7][CH:8]=[CH:9]3)=[CH:4][C:3]=2[C:11]([O:13][CH2:14][CH3:15])=[O:12])[CH2:20][CH2:21]1. (4) Given the reactants Cl.[NH2:2][C@@H:3]([CH3:8])[C:4]([O:6][CH3:7])=[O:5].C([O-])([O-])=O.[K+].[K+].[CH2:15](Br)[C:16]1[CH:21]=[CH:20][CH:19]=[CH:18][CH:17]=1, predict the reaction product. The product is: [CH2:15]([N:2]([CH2:15][C:16]1[CH:21]=[CH:20][CH:19]=[CH:18][CH:17]=1)[C@@H:3]([CH3:8])[C:4]([O:6][CH3:7])=[O:5])[C:16]1[CH:21]=[CH:20][CH:19]=[CH:18][CH:17]=1. (5) Given the reactants BrC1N=CC(C(N2CCN(C3C(C)=CC(C)=CN=3)CC2)=O)=CC=1.COC1C=CC(CN2C[C@H](C)NC2=O)=CC=1.[CH3:40][C:41]1[C:42]([N:48]2[CH2:53][CH2:52][N:51]([C:54]([C:56]3[CH:57]=[CH:58][C:59]([N:62]4[C@@H:66]([CH3:67])[CH2:65][N:64](CC5C=CC(OC)=CC=5)[C:63]4=[O:77])=[N:60][CH:61]=3)=[O:55])[CH2:50][CH2:49]2)=[N:43][CH:44]=[C:45]([CH3:47])[CH:46]=1, predict the reaction product. The product is: [CH3:40][C:41]1[C:42]([N:48]2[CH2:49][CH2:50][N:51]([C:54]([C:56]3[CH:57]=[CH:58][C:59]([N:62]4[C@@H:66]([CH3:67])[CH2:65][NH:64][C:63]4=[O:77])=[N:60][CH:61]=3)=[O:55])[CH2:52][CH2:53]2)=[N:43][CH:44]=[C:45]([CH3:47])[CH:46]=1. (6) Given the reactants [Cl:1][C:2]1[S:6][C:5]([S:7]([NH:10][CH:11]([C:17]2[N:21]([CH2:22][C:23]3[CH:28]=[CH:27][C:26]([O:29]C)=[CH:25][CH:24]=3)[N:20]=[CH:19][CH:18]=2)[CH:12]([CH2:15][CH3:16])[CH2:13][CH3:14])(=[O:9])=[O:8])=[CH:4][CH:3]=1.B(Br)(Br)Br.O, predict the reaction product. The product is: [Cl:1][C:2]1[S:6][C:5]([S:7]([NH:10][CH:11]([C:17]2[N:21]([CH2:22][C:23]3[CH:24]=[CH:25][C:26]([OH:29])=[CH:27][CH:28]=3)[N:20]=[CH:19][CH:18]=2)[CH:12]([CH2:15][CH3:16])[CH2:13][CH3:14])(=[O:8])=[O:9])=[CH:4][CH:3]=1. (7) Given the reactants [S:1](=[O:30])(=[O:29])([O:3][C:4]1[CH:21]=[CH:20][C:19]2[C@@H:18]3[C@H:9]([C@H:10]4[C@@:14]([CH2:16][CH2:17]3)([CH3:15])[C:13]([C:22](=[O:28])[NH:23]CCCC)=[CH:12][CH2:11]4)[CH2:8][CH2:7][C:6]=2[CH:5]=1)[NH2:2].[Si](I)(C)(C)C, predict the reaction product. The product is: [S:1](=[O:29])(=[O:30])([O:3][C:4]1[CH:21]=[CH:20][C:19]2[C@@H:18]3[C@H:9]([C@H:10]4[C@@:14]([CH2:16][CH2:17]3)([CH3:15])[C:13]([C:22](=[O:28])[NH2:23])=[CH:12][CH2:11]4)[CH2:8][CH2:7][C:6]=2[CH:5]=1)[NH2:2]. (8) Given the reactants [Br:1][C:2]1[CH:7]=[CH:6][C:5]([NH:8][C:9](=[O:26])[C:10]2[CH:15]=[C:14]([N+:16]([O-])=O)[CH:13]=[CH:12][C:11]=2[N:19]2[CH2:24][CH2:23][CH:22]([CH3:25])[CH2:21][CH2:20]2)=[CH:4][CH:3]=1.CC1C(O)=C(C=O)C(COP(O)(O)=O)=CN=1.O, predict the reaction product. The product is: [Br:1][C:2]1[CH:7]=[CH:6][C:5]([NH:8][C:9](=[O:26])[C:10]2[CH:15]=[C:14]([NH2:16])[CH:13]=[CH:12][C:11]=2[N:19]2[CH2:20][CH2:21][CH:22]([CH3:25])[CH2:23][CH2:24]2)=[CH:4][CH:3]=1. (9) Given the reactants Br[C:2]1[CH:7]=[CH:6][C:5]([C:8]2[N:12]=[CH:11][N:10]([C:13]3[CH:18]=[CH:17][C:16]([C:19]([F:22])([F:21])[F:20])=[CH:15][CH:14]=3)[N:9]=2)=[CH:4][CH:3]=1.C(N(CC)CC)C.[CH2:30]([OH:34])[CH2:31][C:32]#[CH:33], predict the reaction product. The product is: [F:20][C:19]([F:22])([F:21])[C:16]1[CH:17]=[CH:18][C:13]([N:10]2[CH:11]=[N:12][C:8]([C:5]3[CH:6]=[CH:7][C:2]([C:33]#[C:32][CH2:31][CH2:30][OH:34])=[CH:3][CH:4]=3)=[N:9]2)=[CH:14][CH:15]=1.